The task is: Predict which catalyst facilitates the given reaction.. This data is from Catalyst prediction with 721,799 reactions and 888 catalyst types from USPTO. (1) Reactant: C(O[C:6]([N:8]1[CH2:13][CH2:12][CH:11]([O:14][C:15]2[C:20]([Cl:21])=[CH:19][N:18]=[CH:17][C:16]=2[Cl:22])[CH2:10][CH2:9]1)=O)(C)(C)C.FC(F)(F)C(O)=O.[O:30]1C[CH:31]1[CH2:33][N:34]1[C:42]2[CH2:41][CH2:40][N:39]([C:43](=[O:45])[CH3:44])[CH2:38][C:37]=2[C:36]([C:46]2[CH:51]=[CH:50][C:49]([C:52]([F:55])([F:54])[F:53])=[CH:48][CH:47]=2)=[N:35]1. Product: [Cl:21][C:20]1[CH:19]=[N:18][CH:17]=[C:16]([Cl:22])[C:15]=1[O:14][CH:11]1[CH2:10][CH2:9][N:8]([CH2:6][CH:31]([OH:30])[CH2:33][N:34]2[C:42]3[CH2:41][CH2:40][N:39]([C:43](=[O:45])[CH3:44])[CH2:38][C:37]=3[C:36]([C:46]3[CH:51]=[CH:50][C:49]([C:52]([F:55])([F:54])[F:53])=[CH:48][CH:47]=3)=[N:35]2)[CH2:13][CH2:12]1. The catalyst class is: 2. (2) Reactant: Cl.[F:2][C:3]([F:13])([F:12])[C:4]1[N:5]=[C:6]([C:9]([NH2:11])=[NH:10])[S:7][CH:8]=1.C([O:16][C:17]([C:19]([O:22][C:23]1[CH:28]=[CH:27][CH:26]=[CH:25][CH:24]=1)=[CH:20][O-])=O)C.[Na+].CC[O-].[Na+]. Product: [O:22]([C:19]1[C:17]([OH:16])=[N:10][C:9]([C:6]2[S:7][CH:8]=[C:4]([C:3]([F:2])([F:12])[F:13])[N:5]=2)=[N:11][CH:20]=1)[C:23]1[CH:28]=[CH:27][CH:26]=[CH:25][CH:24]=1. The catalyst class is: 14.